This data is from Catalyst prediction with 721,799 reactions and 888 catalyst types from USPTO. The task is: Predict which catalyst facilitates the given reaction. (1) Reactant: [C:1]([N:8]1[CH2:12][CH2:11][C@@H:10]([OH:13])[CH2:9]1)([O:3][C:4]([CH3:7])([CH3:6])[CH3:5])=[O:2].C(N(CC)CC)C.[CH3:21][S:22](Cl)(=[O:24])=[O:23].C(OCC)(=O)C. Product: [CH3:21][S:22]([O:13][C@@H:10]1[CH2:11][CH2:12][N:8]([C:1]([O:3][C:4]([CH3:7])([CH3:6])[CH3:5])=[O:2])[CH2:9]1)(=[O:24])=[O:23]. The catalyst class is: 146. (2) Reactant: Cl[CH2:2][C:3]([NH:5][CH2:6][C:7]1[CH:12]=[CH:11][C:10]([C:13]2[NH:30][C:16]3[N:17]=[CH:18][N:19]=[C:20]([NH:21][C@@H:22]([C:24]4[CH:29]=[CH:28][CH:27]=[CH:26][CH:25]=4)[CH3:23])[C:15]=3[CH:14]=2)=[CH:9][CH:8]=1)=[O:4].[NH:31]1[CH2:36][CH2:35][CH2:34][CH2:33][CH2:32]1. Product: [C:24]1([C@H:22]([NH:21][C:20]2[C:15]3[CH:14]=[C:13]([C:10]4[CH:11]=[CH:12][C:7]([CH2:6][NH:5][C:3](=[O:4])[CH2:2][N:31]5[CH2:36][CH2:35][CH2:34][CH2:33][CH2:32]5)=[CH:8][CH:9]=4)[NH:30][C:16]=3[N:17]=[CH:18][N:19]=2)[CH3:23])[CH:29]=[CH:28][CH:27]=[CH:26][CH:25]=1. The catalyst class is: 51.